Dataset: Forward reaction prediction with 1.9M reactions from USPTO patents (1976-2016). Task: Predict the product of the given reaction. Given the reactants C([O:8][C:9]1[C:10]2[N:11]([C:15]([C:19]([NH:21][C@H:22]([CH2:25][CH3:26])[CH2:23][OH:24])=[O:20])=[C:16]([CH3:18])[N:17]=2)[CH:12]=[CH:13][CH:14]=1)C1C=CC=CC=1, predict the reaction product. The product is: [OH:8][C:9]1[C:10]2[N:11]([C:15]([C:19]([NH:21][C@H:22]([CH2:25][CH3:26])[CH2:23][OH:24])=[O:20])=[C:16]([CH3:18])[N:17]=2)[CH:12]=[CH:13][CH:14]=1.